This data is from Reaction yield outcomes from USPTO patents with 853,638 reactions. The task is: Predict the reaction yield, written as a fraction of the theoretical maximum amount of product (1.0 means a 100% yield; for example, 0.34 means a 34% yield). (1) The reactants are [CH3:1][C:2]1[CH:11]=[CH:10][C:9]2[C:4](=[C:5]([NH:12][C:13](=[O:15])[CH3:14])[CH:6]=[CH:7][CH:8]=2)[N:3]=1. The catalyst is [Pt](=O)=O. The product is [CH3:1][C:2]1[CH:11]=[CH:10][C:9]2[CH2:8][CH2:7][CH2:6][CH:5]([NH:12][C:13](=[O:15])[CH3:14])[C:4]=2[N:3]=1. The yield is 0.660. (2) The reactants are C(OC([N:8]1[CH2:11][CH:10]([NH:12][C:13]2[CH:14]=[C:15]3[C:24](=[CH:25][CH:26]=2)[O:23][CH2:22][C:21]2[N:16]3[CH:17]([CH3:28])[C:18](=[O:27])[NH:19][N:20]=2)[CH:9]1[CH3:29])=O)(C)(C)C.[C:30]([OH:36])([C:32]([F:35])([F:34])[F:33])=[O:31]. The catalyst is C(Cl)Cl. The product is [F:33][C:32]([F:35])([F:34])[C:30]([OH:36])=[O:31].[CH3:28][CH:17]1[N:16]2[C:21]([CH2:22][O:23][C:24]3[C:15]2=[CH:14][C:13]([NH:12][CH:10]2[CH2:11][NH:8][CH:9]2[CH3:29])=[CH:26][CH:25]=3)=[N:20][NH:19][C:18]1=[O:27]. The yield is 1.00.